From a dataset of Full USPTO retrosynthesis dataset with 1.9M reactions from patents (1976-2016). Predict the reactants needed to synthesize the given product. (1) Given the product [Cl:17][C:16]1[C:4]2[N:3]=[C:2]([NH:26][C:25]3[CH:27]=[CH:28][C:29]([Cl:31])=[CH:30][C:24]=3[Cl:23])[N:6]([CH2:7][C:8]([O:10][CH2:11][CH3:12])=[O:9])[C:5]=2[C:13]([CH:18]([CH2:21][CH3:22])[CH2:19][CH3:20])=[CH:14][CH:15]=1, predict the reactants needed to synthesize it. The reactants are: Cl[C:2]1[N:6]([CH2:7][C:8]([O:10][CH2:11][CH3:12])=[O:9])[C:5]2[C:13]([CH:18]([CH2:21][CH3:22])[CH2:19][CH3:20])=[CH:14][CH:15]=[C:16]([Cl:17])[C:4]=2[N:3]=1.[Cl:23][C:24]1[CH:30]=[C:29]([Cl:31])[CH:28]=[CH:27][C:25]=1[NH2:26].C(=O)([O-])O.[Na+]. (2) Given the product [CH3:14][C:12]1[CH:11]=[C:10]([C:15]2[CH:20]=[CH:19][C:18]([C:21]([F:24])([F:23])[F:22])=[CH:17][CH:16]=2)[N:9]=[C:8]([C:4]2[CH:3]=[C:2]([B:30]([OH:35])[OH:31])[CH:7]=[CH:6][CH:5]=2)[CH:13]=1, predict the reactants needed to synthesize it. The reactants are: Br[C:2]1[CH:3]=[C:4]([C:8]2[CH:13]=[C:12]([CH3:14])[CH:11]=[C:10]([C:15]3[CH:20]=[CH:19][C:18]([C:21]([F:24])([F:23])[F:22])=[CH:17][CH:16]=3)[N:9]=2)[CH:5]=[CH:6][CH:7]=1.[Li]CCCC.[B:30](OC(C)C)([O:35]C(C)C)[O:31]C(C)C. (3) Given the product [NH:1]1[C:9]2[C:4](=[CH:5][CH:6]=[C:7]([C:10]3[CH:11]=[C:12]([NH:22][C:23]4[CH:28]=[CH:27][C:26]([N:29]5[CH2:34][CH2:33][O:32][CH2:31][CH2:30]5)=[CH:25][N:24]=4)[C:13]4[N:14]([CH:19]=[CH:20][N:21]=4)[C:15]=3[CH2:16][OH:17])[CH:8]=2)[CH:3]=[N:2]1, predict the reactants needed to synthesize it. The reactants are: [NH:1]1[C:9]2[C:4](=[CH:5][CH:6]=[C:7]([C:10]3[CH:11]=[C:12]([NH:22][C:23]4[CH:28]=[CH:27][C:26]([N:29]5[CH2:34][CH2:33][O:32][CH2:31][CH2:30]5)=[CH:25][N:24]=4)[C:13]4[N:14]([CH:19]=[CH:20][N:21]=4)[C:15]=3[C:16](O)=[O:17])[CH:8]=2)[CH:3]=[N:2]1.CC(C[AlH]CC(C)C)C.